From a dataset of NCI-60 drug combinations with 297,098 pairs across 59 cell lines. Regression. Given two drug SMILES strings and cell line genomic features, predict the synergy score measuring deviation from expected non-interaction effect. (1) Drug 1: C1=CC(=CC=C1CCC2=CNC3=C2C(=O)NC(=N3)N)C(=O)NC(CCC(=O)O)C(=O)O. Drug 2: C1CN1P(=S)(N2CC2)N3CC3. Cell line: NCI-H226. Synergy scores: CSS=13.2, Synergy_ZIP=-0.871, Synergy_Bliss=1.85, Synergy_Loewe=2.99, Synergy_HSA=3.23. (2) Drug 1: CC1=C(N=C(N=C1N)C(CC(=O)N)NCC(C(=O)N)N)C(=O)NC(C(C2=CN=CN2)OC3C(C(C(C(O3)CO)O)O)OC4C(C(C(C(O4)CO)O)OC(=O)N)O)C(=O)NC(C)C(C(C)C(=O)NC(C(C)O)C(=O)NCCC5=NC(=CS5)C6=NC(=CS6)C(=O)NCCC[S+](C)C)O. Drug 2: CC(C)(C#N)C1=CC(=CC(=C1)CN2C=NC=N2)C(C)(C)C#N. Cell line: MALME-3M. Synergy scores: CSS=10.0, Synergy_ZIP=-3.58, Synergy_Bliss=0.756, Synergy_Loewe=0.559, Synergy_HSA=1.02. (3) Cell line: HS 578T. Synergy scores: CSS=68.2, Synergy_ZIP=1.08, Synergy_Bliss=7.25, Synergy_Loewe=-5.23, Synergy_HSA=8.60. Drug 2: CCN(CC)CCCC(C)NC1=C2C=C(C=CC2=NC3=C1C=CC(=C3)Cl)OC. Drug 1: CCC1=CC2CC(C3=C(CN(C2)C1)C4=CC=CC=C4N3)(C5=C(C=C6C(=C5)C78CCN9C7C(C=CC9)(C(C(C8N6C)(C(=O)OC)O)OC(=O)C)CC)OC)C(=O)OC.C(C(C(=O)O)O)(C(=O)O)O. (4) Drug 1: CC(C1=C(C=CC(=C1Cl)F)Cl)OC2=C(N=CC(=C2)C3=CN(N=C3)C4CCNCC4)N. Drug 2: CC1=C(C=C(C=C1)C(=O)NC2=CC(=CC(=C2)C(F)(F)F)N3C=C(N=C3)C)NC4=NC=CC(=N4)C5=CN=CC=C5. Cell line: SNB-75. Synergy scores: CSS=1.45, Synergy_ZIP=-0.424, Synergy_Bliss=0.768, Synergy_Loewe=-1.51, Synergy_HSA=-0.706. (5) Drug 1: CCC1(C2=C(COC1=O)C(=O)N3CC4=CC5=C(C=CC(=C5CN(C)C)O)N=C4C3=C2)O.Cl. Drug 2: CC1C(C(CC(O1)OC2CC(CC3=C2C(=C4C(=C3O)C(=O)C5=CC=CC=C5C4=O)O)(C(=O)C)O)N)O. Cell line: A549. Synergy scores: CSS=56.2, Synergy_ZIP=-7.45, Synergy_Bliss=-7.48, Synergy_Loewe=-8.27, Synergy_HSA=-4.11. (6) Drug 1: CN(CC1=CN=C2C(=N1)C(=NC(=N2)N)N)C3=CC=C(C=C3)C(=O)NC(CCC(=O)O)C(=O)O. Drug 2: C(CC(=O)O)C(=O)CN.Cl. Cell line: BT-549. Synergy scores: CSS=16.0, Synergy_ZIP=-7.53, Synergy_Bliss=-4.69, Synergy_Loewe=-10.1, Synergy_HSA=-3.85.